From a dataset of Full USPTO retrosynthesis dataset with 1.9M reactions from patents (1976-2016). Predict the reactants needed to synthesize the given product. (1) Given the product [F:3][C:4]1[CH:5]=[C:6]([C:11]2[C:12]3[N:13]([N:17]=[C:18]([NH:20][C@@H:21]4[CH2:26][CH2:25][N:24]([C:30]5[CH:35]=[C:34]([CH3:36])[N:33]=[CH:32][N:31]=5)[CH2:23][C@@H:22]4[O:27][CH3:28])[N:19]=3)[CH:14]=[CH:15][CH:16]=2)[CH:7]=[CH:8][C:9]=1[F:10], predict the reactants needed to synthesize it. The reactants are: Cl.Cl.[F:3][C:4]1[CH:5]=[C:6]([C:11]2[C:12]3[N:13]([N:17]=[C:18]([NH:20][C@@H:21]4[CH2:26][CH2:25][NH:24][CH2:23][C@@H:22]4[O:27][CH3:28])[N:19]=3)[CH:14]=[CH:15][CH:16]=2)[CH:7]=[CH:8][C:9]=1[F:10].Cl[C:30]1[CH:35]=[C:34]([CH3:36])[N:33]=[CH:32][N:31]=1.CCN(C(C)C)C(C)C. (2) Given the product [ClH:1].[NH2:7][C@@H:8]1[C:14](=[O:15])[NH:13][C:12]2[C:16]([O:20][C:21]3[CH:22]=[CH:23][CH:24]=[CH:25][CH:26]=3)=[CH:17][CH:18]=[CH:19][C:11]=2[S:10][CH2:9]1, predict the reactants needed to synthesize it. The reactants are: [ClH:1].CC(C)(C)C(O[NH:7][C@@H:8]1[C:14](=[O:15])[NH:13][C:12]2[C:16]([O:20][C:21]3[CH:26]=[CH:25][CH:24]=[CH:23][CH:22]=3)=[CH:17][CH:18]=[CH:19][C:11]=2[S:10][CH2:9]1)=O. (3) Given the product [Br:28][CH2:29][CH2:30][CH2:31][N:5]([CH2:4][C:3]1[CH:20]=[CH:21][CH:22]=[C:23]([C:24]([F:25])([F:26])[F:27])[C:2]=1[Cl:1])[CH2:6][CH:7]([C:14]1[CH:19]=[CH:18][CH:17]=[CH:16][CH:15]=1)[C:8]1[CH:13]=[CH:12][CH:11]=[CH:10][CH:9]=1, predict the reactants needed to synthesize it. The reactants are: [Cl:1][C:2]1[C:23]([C:24]([F:27])([F:26])[F:25])=[CH:22][CH:21]=[CH:20][C:3]=1[CH2:4][NH:5][CH2:6][CH:7]([C:14]1[CH:19]=[CH:18][CH:17]=[CH:16][CH:15]=1)[C:8]1[CH:13]=[CH:12][CH:11]=[CH:10][CH:9]=1.[Br:28][CH2:29][CH2:30][CH2:31]Br.C(=O)([O-])[O-].[K+].[K+]. (4) Given the product [F:51][C:45]1[CH:46]=[C:47]([I:50])[CH:48]=[CH:49][C:44]=1[N:28]1[C:27]2[N:26]([CH3:52])[C:25](=[O:53])[CH:24]=[C:23]([O:14][C:3]3[CH:4]=[CH:5][CH:6]=[C:7]([O:8][C@H:9]4[CH2:13][CH2:12][O:11][CH2:10]4)[C:2]=3[CH3:1])[C:32]=2[C:31](=[O:33])[N:30]([CH2:34][C:35]2[CH:36]=[CH:37][C:38]([O:41][CH3:42])=[CH:39][CH:40]=2)[C:29]1=[O:43], predict the reactants needed to synthesize it. The reactants are: [CH3:1][C:2]1[C:7]([O:8][C@H:9]2[CH2:13][CH2:12][O:11][CH2:10]2)=[CH:6][CH:5]=[CH:4][C:3]=1[OH:14].[H-].[Na+].FC(F)(F)S(O[C:23]1[C:32]2[C:31](=[O:33])[N:30]([CH2:34][C:35]3[CH:40]=[CH:39][C:38]([O:41][CH3:42])=[CH:37][CH:36]=3)[C:29](=[O:43])[N:28]([C:44]3[CH:49]=[CH:48][C:47]([I:50])=[CH:46][C:45]=3[F:51])[C:27]=2[N:26]([CH3:52])[C:25](=[O:53])[CH:24]=1)(=O)=O. (5) Given the product [Cl:17][C:4]1[N:3]=[C:2]([NH:29][NH:28][C:26](=[O:27])[CH2:25][C:24]2[C:19]([Cl:18])=[N:20][CH:21]=[CH:22][CH:23]=2)[C:11]2[CH:10]=[CH:9][C:8]3[O:12][C:13]([F:16])([F:15])[O:14][C:7]=3[C:6]=2[N:5]=1, predict the reactants needed to synthesize it. The reactants are: Cl[C:2]1[C:11]2[CH:10]=[CH:9][C:8]3[O:12][C:13]([F:16])([F:15])[O:14][C:7]=3[C:6]=2[N:5]=[C:4]([Cl:17])[N:3]=1.[Cl:18][C:19]1[C:24]([CH2:25][C:26]([NH:28][NH2:29])=[O:27])=[CH:23][CH:22]=[CH:21][N:20]=1.C(N(CC)C(C)C)(C)C. (6) Given the product [C:4]([C:3]1[C:2]([F:1])=[C:9]([CH:10]([OH:11])[CH2:12][N:24]2[CH2:25][CH2:26][N:21]([C:14]([O:16][C:17]([CH3:18])([CH3:19])[CH3:20])=[O:15])[CH2:22][C@H:23]2[CH2:27][OH:28])[CH:8]=[CH:7][C:6]=1[F:13])#[N:5], predict the reactants needed to synthesize it. The reactants are: [F:1][C:2]1[C:9]([CH:10]2[CH2:12][O:11]2)=[CH:8][CH:7]=[C:6]([F:13])[C:3]=1[C:4]#[N:5].[C:14]([N:21]1[CH2:26][CH2:25][NH:24][C@H:23]([CH2:27][OH:28])[CH2:22]1)([O:16][C:17]([CH3:20])([CH3:19])[CH3:18])=[O:15]. (7) Given the product [CH3:21][N:2]([CH3:1])[C:3]1[C:4]2[N:5]([N:10]=[C:11]([C:13]3[N:22]=[C:23]4[CH:28]=[CH:27][C:26]([F:29])=[CH:25][N:24]4[C:15](=[O:17])[CH:14]=3)[CH:12]=2)[CH:6]=[C:7]([CH3:9])[N:8]=1, predict the reactants needed to synthesize it. The reactants are: [CH3:1][N:2]([CH3:21])[C:3]1[C:4]2[N:5]([N:10]=[C:11]([C:13](=O)[CH2:14][C:15]([O:17]CC)=O)[CH:12]=2)[CH:6]=[C:7]([CH3:9])[N:8]=1.[NH2:22][C:23]1[CH:28]=[CH:27][C:26]([F:29])=[CH:25][N:24]=1.[Si](OCC)(OCC)(OCC)OCC. (8) Given the product [CH3:1][C:2]1[CH:3]=[C:4]([CH2:8][N:9]([CH:10]2[CH2:15][CH2:14][N:13]([C:16]([O:18][C:19]([CH3:22])([CH3:21])[CH3:20])=[O:17])[CH2:12][CH2:11]2)[C:41](=[O:42])[CH2:40][C:37]2[CH:38]=[CH:39][C:34]([O:33][CH3:32])=[CH:35][CH:36]=2)[CH:5]=[CH:6][CH:7]=1, predict the reactants needed to synthesize it. The reactants are: [CH3:1][C:2]1[CH:3]=[C:4]([CH2:8][NH:9][CH:10]2[CH2:15][CH2:14][N:13]([C:16]([O:18][C:19]([CH3:22])([CH3:21])[CH3:20])=[O:17])[CH2:12][CH2:11]2)[CH:5]=[CH:6][CH:7]=1.C(N(C(C)C)CC)(C)C.[CH3:32][O:33][C:34]1[CH:39]=[CH:38][C:37]([CH2:40][C:41](Cl)=[O:42])=[CH:36][CH:35]=1.O. (9) Given the product [C:1]([O:9][CH2:10][CH2:16][CH2:15][CH2:14][CH2:13][CH2:12][NH2:11])(=[O:8])[C:2]1[CH:7]=[CH:6][CH:5]=[CH:4][CH:3]=1, predict the reactants needed to synthesize it. The reactants are: [C:1]([O:9][CH3:10])(=[O:8])[C:2]1[CH:7]=[CH:6][CH:5]=[CH:4][CH:3]=1.[NH2:11][CH2:12][CH2:13][CH2:14][CH2:15][CH2:16]CO.C(OC(C)C)(C)C. (10) Given the product [C:19]1([CH2:18][NH:17][CH2:15][C@@H:6]2[CH2:5][O:4][CH2:3][CH2:2][N:7]2[CH2:8][C:9]2[CH:14]=[CH:13][CH:12]=[CH:11][CH:10]=2)[CH:20]=[CH:21][CH:22]=[CH:23][CH:24]=1, predict the reactants needed to synthesize it. The reactants are: O=[C:2]1[N:7]([CH2:8][C:9]2[CH:14]=[CH:13][CH:12]=[CH:11][CH:10]=2)[C@H:6]([C:15]([NH:17][CH2:18][C:19]2[CH:24]=[CH:23][CH:22]=[CH:21][CH:20]=2)=O)[CH2:5][O:4][CH2:3]1.[H-].[H-].[H-].[H-].[Li+].[Al+3].